This data is from Full USPTO retrosynthesis dataset with 1.9M reactions from patents (1976-2016). The task is: Predict the reactants needed to synthesize the given product. (1) Given the product [ClH:16].[CH3:1][C@@:2]12[CH2:14][C:13]3[C:8](=[CH:9][CH:10]=[CH:11][CH:12]=3)[C@:3]1([CH3:15])[NH:4][CH2:5][CH2:6][CH2:7]2, predict the reactants needed to synthesize it. The reactants are: [CH3:1][C@@:2]12[CH2:14][C:13]3[C:8](=[CH:9][CH:10]=[CH:11][CH:12]=3)[C@:3]1([CH3:15])[NH:4][CH2:5][CH2:6][CH2:7]2.[ClH:16]. (2) Given the product [F:22][C:21]([F:23])([F:24])[C:20]([NH:19][C@H:12]1[C:13]2[C:8](=[CH:7][C:6]([CH2:5][OH:4])=[C:15]([N+:16]([O-:18])=[O:17])[CH:14]=2)[CH2:9][CH2:10][CH2:11]1)=[O:25], predict the reactants needed to synthesize it. The reactants are: C([O:4][CH2:5][C:6]1[C:15]([N+:16]([O-:18])=[O:17])=[CH:14][C:13]2[C@H:12]([NH:19][C:20](=[O:25])[C:21]([F:24])([F:23])[F:22])[CH2:11][CH2:10][CH2:9][C:8]=2[CH:7]=1)(=O)C. (3) Given the product [CH2:1]([O:8][C:9]1[CH:14]=[C:13]([CH3:15])[C:12]([CH3:16])=[CH:11][C:10]=1[NH2:17])[C:2]1[CH:7]=[CH:6][CH:5]=[CH:4][CH:3]=1, predict the reactants needed to synthesize it. The reactants are: [CH2:1]([O:8][C:9]1[CH:14]=[C:13]([CH3:15])[C:12]([CH3:16])=[CH:11][C:10]=1[NH:17]C(=O)C)[C:2]1[CH:7]=[CH:6][CH:5]=[CH:4][CH:3]=1.[OH-].[K+]. (4) Given the product [C:1]([O:5][C:6](=[O:24])[NH:7][C@H:8]([CH3:23])[C@@H:9]([OH:22])[CH2:10][N:11]([CH:25]1[CH2:30][CH2:29][CH2:28][CH2:27][CH2:26]1)[CH2:12][CH2:13][CH2:14][C:15]1[CH:16]=[CH:17][C:18]([F:21])=[CH:19][CH:20]=1)([CH3:4])([CH3:2])[CH3:3], predict the reactants needed to synthesize it. The reactants are: [C:1]([O:5][C:6](=[O:24])[NH:7][C@H:8]([CH3:23])[C@@H:9]([OH:22])[CH2:10][NH:11][CH2:12][CH2:13][CH2:14][C:15]1[CH:20]=[CH:19][C:18]([F:21])=[CH:17][CH:16]=1)([CH3:4])([CH3:3])[CH3:2].[C:25]1(=O)[CH2:30][CH2:29][CH2:28][CH2:27][CH2:26]1.C([BH3-])#N.[Na+]. (5) The reactants are: [C:1]([C:3]1[CH:8]=[CH:7][C:6]([N:9]([CH2:14][CH:15]2[CH2:17][CH2:16]2)[CH2:10][C:11]([OH:13])=O)=[CH:5][C:4]=1[C:18]([F:21])([F:20])[F:19])#[N:2].[F:22][C:23]1[CH:29]=[CH:28][C:26]([NH2:27])=[CH:25][CH:24]=1. Given the product [C:1]([C:3]1[CH:8]=[CH:7][C:6]([N:9]([CH2:14][CH:15]2[CH2:17][CH2:16]2)[CH2:10][C:11]([NH:27][C:26]2[CH:28]=[CH:29][C:23]([F:22])=[CH:24][CH:25]=2)=[O:13])=[CH:5][C:4]=1[C:18]([F:21])([F:20])[F:19])#[N:2], predict the reactants needed to synthesize it.